This data is from Reaction yield outcomes from USPTO patents with 853,638 reactions. The task is: Predict the reaction yield, written as a fraction of the theoretical maximum amount of product (1.0 means a 100% yield; for example, 0.34 means a 34% yield). The reactants are [S:1]1[CH:5]=[CH:4][C:3]2[C:6](=O)[CH2:7][CH2:8][C:2]1=2.[I:10][C:11]1[CH:16]=[CH:15][C:14]([N:17]=[C:18]=S)=[CH:13][CH:12]=1.C[Si](C)(C)[Si](C)(C)C.[Li].O.[NH2:30][NH2:31]. The catalyst is C1COCC1.O.C(O)(=O)C. The product is [S:1]1[CH:5]=[CH:4][C:3]2[C:6]3[NH:30][N:31]=[C:18]([NH:17][C:14]4[CH:15]=[CH:16][C:11]([I:10])=[CH:12][CH:13]=4)[C:7]=3[CH2:8][C:2]1=2. The yield is 0.320.